This data is from Merck oncology drug combination screen with 23,052 pairs across 39 cell lines. The task is: Regression. Given two drug SMILES strings and cell line genomic features, predict the synergy score measuring deviation from expected non-interaction effect. (1) Drug 1: COc1cc(C2c3cc4c(cc3C(OC3OC5COC(C)OC5C(O)C3O)C3COC(=O)C23)OCO4)cc(OC)c1O. Drug 2: Cn1nnc2c(C(N)=O)ncn2c1=O. Cell line: SKOV3. Synergy scores: synergy=-5.37. (2) Drug 1: O=C(CCCCCCC(=O)Nc1ccccc1)NO. Cell line: SW837. Synergy scores: synergy=-9.90. Drug 2: COC1=C2CC(C)CC(OC)C(O)C(C)C=C(C)C(OC(N)=O)C(OC)C=CC=C(C)C(=O)NC(=CC1=O)C2=O. (3) Drug 1: O=C(CCCCCCC(=O)Nc1ccccc1)NO. Drug 2: CC1(c2nc3c(C(N)=O)cccc3[nH]2)CCCN1. Cell line: NCIH1650. Synergy scores: synergy=-3.54. (4) Drug 1: CN1C(=O)C=CC2(C)C3CCC4(C)C(NC(=O)OCC(F)(F)F)CCC4C3CCC12. Drug 2: CCC1=CC2CN(C1)Cc1c([nH]c3ccccc13)C(C(=O)OC)(c1cc3c(cc1OC)N(C)C1C(O)(C(=O)OC)C(OC(C)=O)C4(CC)C=CCN5CCC31C54)C2. Cell line: SW837. Synergy scores: synergy=-15.3. (5) Drug 1: CC1(c2nc3c(C(N)=O)cccc3[nH]2)CCCN1. Drug 2: NC1CCCCC1N.O=C(O)C(=O)O.[Pt+2]. Cell line: SKMES1. Synergy scores: synergy=-13.4. (6) Drug 1: Cn1nnc2c(C(N)=O)ncn2c1=O. Drug 2: C#Cc1cccc(Nc2ncnc3cc(OCCOC)c(OCCOC)cc23)c1. Cell line: NCIH2122. Synergy scores: synergy=9.31. (7) Drug 1: CC1CC2C3CCC4=CC(=O)C=CC4(C)C3(F)C(O)CC2(C)C1(O)C(=O)CO. Drug 2: N#Cc1ccc(Cn2cncc2CN2CCN(c3cccc(Cl)c3)C(=O)C2)cc1. Cell line: ES2. Synergy scores: synergy=-10.8. (8) Drug 1: NC(=O)c1cccc2cn(-c3ccc(C4CCCNC4)cc3)nc12. Drug 2: CC(C)CC(NC(=O)C(Cc1ccccc1)NC(=O)c1cnccn1)B(O)O. Cell line: NCIH460. Synergy scores: synergy=14.5. (9) Drug 1: O=C(O)C1(Cc2cccc(Nc3nccs3)n2)CCC(Oc2cccc(Cl)c2F)CC1. Drug 2: COC1CC2CCC(C)C(O)(O2)C(=O)C(=O)N2CCCCC2C(=O)OC(C(C)CC2CCC(OP(C)(C)=O)C(OC)C2)CC(=O)C(C)C=C(C)C(O)C(OC)C(=O)C(C)CC(C)C=CC=CC=C1C. Cell line: NCIH1650. Synergy scores: synergy=23.8.